This data is from Forward reaction prediction with 1.9M reactions from USPTO patents (1976-2016). The task is: Predict the product of the given reaction. Given the reactants C1(C(C2C=CC=CC=2)[N:8]2[C@H:12]([C:13]#[N:14])[CH2:11][CH2:10][C@@H:9]2[C:15]#[N:16])C=CC=CC=1.C([SiH](CC)CC)C.C1(OC)C=CC=CC=1.C(O)(C(F)(F)F)=O, predict the reaction product. The product is: [NH:8]1[C@H:12]([C:13]#[N:14])[CH2:11][CH2:10][C@@H:9]1[C:15]#[N:16].